Predict hERG channel inhibition at various concentrations. From a dataset of hERG Central: cardiac toxicity at 1µM, 10µM, and general inhibition. (1) The drug is COc1ccc(OCCCNCCc2ccccc2)cc1.O=C(O)C(=O)O. Results: hERG_inhib (hERG inhibition (general)): blocker. (2) The drug is Cc1ccc2nc(SCC(=O)Nc3cc([N+](=O)[O-])ccc3F)[nH]c2c1. Results: hERG_inhib (hERG inhibition (general)): blocker.